This data is from CYP2D6 inhibition data for predicting drug metabolism from PubChem BioAssay. The task is: Regression/Classification. Given a drug SMILES string, predict its absorption, distribution, metabolism, or excretion properties. Task type varies by dataset: regression for continuous measurements (e.g., permeability, clearance, half-life) or binary classification for categorical outcomes (e.g., BBB penetration, CYP inhibition). Dataset: cyp2d6_veith. (1) The drug is Clc1cccc(Oc2cnc3ccccc3n2)c1. The result is 0 (non-inhibitor). (2) The compound is COc1cc2c(cc1OC)C(C(=O)Nc1cccc(C)n1)C(c1cccnc1)N(C)C2=O. The result is 0 (non-inhibitor). (3) The molecule is O=C(O)c1cccc(SSc2cccc(C(=O)O)c2)c1. The result is 0 (non-inhibitor). (4) The result is 0 (non-inhibitor). The molecule is O=C(c1ccccc1)[C@@H]1O[C@H]1c1ccc(-c2ccccc2)cc1. (5) The molecule is C[C@H]1CCCC2(CC[N+](C)(CCC[N+](C)(C)C)CC2)C1. The result is 0 (non-inhibitor). (6) The molecule is NS(=O)(=O)c1cc2c(cc1Cl)NCNS2(=O)=O. The result is 0 (non-inhibitor). (7) The compound is COc1ccccc1-c1cncnc1NCCNC(C)=O. The result is 0 (non-inhibitor). (8) The drug is N#Cc1cccc(-c2nc3cnc(N4CCOCC4)nc3n(Cc3ccc(F)cc3)c2=O)c1. The result is 0 (non-inhibitor). (9) The drug is CCOC(=O)NNC1CC(=O)N(c2ccc(OC)cc2)C1=O. The result is 0 (non-inhibitor). (10) The molecule is O=C1OC2(c3ccc(O)cc3Oc3cc(O)ccc32)c2c1c(-c1ccccc1)c(-c1ccccc1)c(-c1ccccc1)c2-c1ccccc1. The result is 0 (non-inhibitor).